Dataset: Forward reaction prediction with 1.9M reactions from USPTO patents (1976-2016). Task: Predict the product of the given reaction. (1) Given the reactants C[O:2][C:3](=[O:21])[C@@H:4]([O:19][CH3:20])[CH2:5][C:6]1[CH:11]=[CH:10][CH:9]=[C:8]([O:12][C:13]([C:16]([OH:18])=O)([CH3:15])[CH3:14])[CH:7]=1.[CH2:22]([NH2:29])[CH2:23][CH2:24][CH2:25][CH2:26][CH2:27][CH3:28].C(O[C@@H](CC1C=CC(O[C@@H](C(=O)NCCC2C=CC(OC3C=CC=CC=3)=CC=2)C)=CC=1)C(O)=O)C, predict the reaction product. The product is: [CH2:22]([NH:29][C:16]([C:13]([CH3:14])([O:12][C:8]1[CH:7]=[C:6]([CH2:5][C@H:4]([O:19][CH3:20])[C:3]([OH:2])=[O:21])[CH:11]=[CH:10][CH:9]=1)[CH3:15])=[O:18])[CH2:23][CH2:24][CH2:25][CH2:26][CH2:27][CH3:28]. (2) Given the reactants Cl(O)(=O)(=O)=O.[OH:6][C:7]1[C:12]([OH:13])=[C:11]([O:14][CH3:15])[CH:10]=[CH:9][C:8]=1[C:16](=[O:18])[CH3:17].[CH2:19](OC(OCC)OCC)C, predict the reaction product. The product is: [OH:13][C:12]1[C:11]([O:14][CH3:15])=[CH:10][CH:9]=[C:8]2[C:7]=1[O:6][CH:19]=[CH:17][C:16]2=[O:18]. (3) Given the reactants [CH:1]1([C:7]2[NH:11][C:10](=[O:12])[C:9]3([CH2:17][CH2:16][N:15]([S:18]([CH:21]=[CH2:22])(=[O:20])=[O:19])[CH2:14][CH2:13]3)[N:8]=2)[CH2:6][CH2:5][CH2:4][CH2:3][CH2:2]1.Br[C:24]1[CH:25]=[C:26]2[C:30](=[CH:31][CH:32]=1)[NH:29][CH:28]=[CH:27]2.C1(C)C=CC=CC=1P(C1C=CC=CC=1C)C1C=CC=CC=1C.C(N(CC)CC)C.N#N, predict the reaction product. The product is: [CH:1]1([C:7]2[NH:11][C:10](=[O:12])[C:9]3([CH2:17][CH2:16][N:15]([S:18](/[CH:21]=[CH:22]/[C:24]4[CH:25]=[C:26]5[C:30](=[CH:31][CH:32]=4)[NH:29][CH:28]=[CH:27]5)(=[O:20])=[O:19])[CH2:14][CH2:13]3)[N:8]=2)[CH2:2][CH2:3][CH2:4][CH2:5][CH2:6]1. (4) Given the reactants Br[C:2]1[CH:7]=[CH:6][CH:5]=[CH:4][C:3]=1[CH3:8].[Cl:9][C:10]1[CH:15]=[CH:14][CH:13]=[C:12]([O:16][CH3:17])[C:11]=1B(O)O.CC1C=CC(S(OCC2CC3C(C4C=CC=CC=4)=CC=CC=3O2)(=O)=O)=CC=1, predict the reaction product. The product is: [CH3:17][O:16][C:12]1[C:11]([C:2]2[CH:7]=[CH:6][CH:5]=[CH:4][C:3]=2[CH3:8])=[C:10]([Cl:9])[CH:15]=[CH:14][CH:13]=1. (5) Given the reactants [CH3:1][O:2][C:3]1[C:8]([NH:9][C:10]([C:12]2[N:13]=[C:14]([O:17][C:18]3[CH:19]=[C:20]4[C:24](=[CH:25][C:26]=3[CH3:27])[CH2:23][CH2:22][C:21]4([CH3:29])[CH3:28])[S:15][CH:16]=2)=[O:11])=[C:7]([O:30][CH3:31])[N:6]=[C:5]([N:32]2[CH2:37][CH2:36][N:35](C(OC(C)(C)C)=O)[CH2:34][CH2:33]2)[N:4]=1.C(=O)([O-])O.[Na+], predict the reaction product. The product is: [CH3:31][O:30][C:7]1[C:8]([NH:9][C:10]([C:12]2[N:13]=[C:14]([O:17][C:18]3[CH:19]=[C:20]4[C:24](=[CH:25][C:26]=3[CH3:27])[CH2:23][CH2:22][C:21]4([CH3:29])[CH3:28])[S:15][CH:16]=2)=[O:11])=[C:3]([O:2][CH3:1])[N:4]=[C:5]([N:32]2[CH2:33][CH2:34][NH:35][CH2:36][CH2:37]2)[N:6]=1. (6) Given the reactants [Cl:1][C:2]1[CH:7]=[C:6]([Cl:8])[CH:5]=[CH:4][C:3]=1[CH2:9][C:10]([O:12][CH3:13])=[O:11].[Li+].C[Si]([N-][Si](C)(C)C)(C)C, predict the reaction product. The product is: [CH3:13][O:12][C:10](=[O:11])[CH:9]([C:3]1[CH:4]=[CH:5][C:6]([Cl:8])=[CH:7][C:2]=1[Cl:1])[CH2:7][CH2:2][CH2:3][CH2:9][C:10]([O:12][CH3:13])=[O:11].